Dataset: Reaction yield outcomes from USPTO patents with 853,638 reactions. Task: Predict the reaction yield, written as a fraction of the theoretical maximum amount of product (1.0 means a 100% yield; for example, 0.34 means a 34% yield). (1) The reactants are [H-].[Na+].[C:3]([C:5]1[CH:6]=[C:7]2[C:11](=[CH:12][CH:13]=1)[NH:10][CH:9]=[CH:8]2)#[N:4].[C:14]1([S:20](Cl)(=[O:22])=[O:21])[CH:19]=[CH:18][CH:17]=[CH:16][CH:15]=1.CCOC(C)=O. The catalyst is C1COCC1. The product is [C:14]1([S:20]([N:10]2[C:11]3[C:7](=[CH:6][C:5]([C:3]#[N:4])=[CH:13][CH:12]=3)[CH:8]=[CH:9]2)(=[O:22])=[O:21])[CH:19]=[CH:18][CH:17]=[CH:16][CH:15]=1. The yield is 0.810. (2) The reactants are O=C1C2C(=CC=CC=2)[C:4](=[O:11])[N:3]1[CH2:12][C:13]1[CH:20]=[CH:19][C:18]([F:21])=[CH:17][C:14]=1[C:15]#[N:16].O1CCCC1.O.NN.[C:30]([O:34]C(OC([O:34][C:30]([CH3:33])([CH3:32])[CH3:31])=O)=O)([CH3:33])([CH3:32])[CH3:31]. The catalyst is CN(C)C=O.CCOCC. The product is [C:15]([C:14]1[CH:17]=[C:18]([F:21])[CH:19]=[CH:20][C:13]=1[CH2:12][NH:3][C:4](=[O:11])[O:34][C:30]([CH3:33])([CH3:32])[CH3:31])#[N:16]. The yield is 0.580. (3) The reactants are [CH2:1]([N:3]([CH2:37][CH3:38])[CH2:4][CH2:5][CH2:6][NH:7][C:8]1[N:9]=[C:10]([C:27]2[CH:28]=[C:29]([CH:33]=[CH:34][C:35]=2[CH3:36])[C:30]([OH:32])=O)[C:11]2[CH:17]=[CH:16][C:15](=[O:18])[N:14]([C:19]3[C:24]([F:25])=[CH:23][CH:22]=[CH:21][C:20]=3[F:26])[C:12]=2[N:13]=1)[CH3:2].CN(C(ON1N=NC2C=CC=CC1=2)=[N+](C)C)C.F[P-](F)(F)(F)(F)F.[C:63]([NH2:67])([CH3:66])([CH3:65])[CH3:64]. The catalyst is C(Cl)Cl. The product is [CH2:37]([N:3]([CH2:1][CH3:2])[CH2:4][CH2:5][CH2:6][NH:7][C:8]1[N:9]=[C:10]([C:27]2[CH:28]=[C:29]([CH:33]=[CH:34][C:35]=2[CH3:36])[C:30]([NH:67][C:63]([CH3:66])([CH3:65])[CH3:64])=[O:32])[C:11]2[CH:17]=[CH:16][C:15](=[O:18])[N:14]([C:19]3[C:20]([F:26])=[CH:21][CH:22]=[CH:23][C:24]=3[F:25])[C:12]=2[N:13]=1)[CH3:38]. The yield is 0.880. (4) The reactants are [OH-].[Na+].[CH3:3][C@@H:4]1[CH2:9][O:8][CH2:7][CH2:6][N:5]1[C:10]1[CH:15]=[C:14]([C:16]2([S:19]([CH3:22])(=[NH:21])=[O:20])[CH2:18][CH2:17]2)[N:13]=[C:12]([C:23]2[CH:28]=[CH:27][N:26]=[C:25]3[N:29](S(C4C=CC(C)=CC=4)(=O)=O)[CH:30]=[CH:31][C:24]=23)[N:11]=1.O.Cl. The catalyst is COCCOC. The product is [CH3:3][C@@H:4]1[CH2:9][O:8][CH2:7][CH2:6][N:5]1[C:10]1[CH:15]=[C:14]([C:16]2([S:19]([CH3:22])(=[NH:21])=[O:20])[CH2:18][CH2:17]2)[N:13]=[C:12]([C:23]2[CH:28]=[CH:27][N:26]=[C:25]3[NH:29][CH:30]=[CH:31][C:24]=23)[N:11]=1. The yield is 0.520. (5) The reactants are [Mg].[CH3:2]I.[CH3:4][C:5]1[CH:10]=[C:9]([CH3:11])[CH:8]=[C:7]([CH3:12])[C:6]=1[CH2:13]C(OC)=O.C([O:20][CH2:21][CH3:22])C. No catalyst specified. The product is [CH3:2][C:21]([OH:20])([CH3:22])[CH2:13][C:6]1[C:7]([CH3:12])=[CH:8][C:9]([CH3:11])=[CH:10][C:5]=1[CH3:4]. The yield is 0.790. (6) The reactants are [CH3:1][C:2]1[CH:7]=[CH:6][C:5]([OH:8])=[CH:4][C:3]=1[N+:9]([O-:11])=[O:10].C(=O)([O-])[O-].[K+].[K+].[I-].[Na+].[CH2:20](Br)[CH:21]=[CH2:22]. The catalyst is CC(C)=O. The product is [CH3:1][C:2]1[CH:7]=[CH:6][C:5]([O:8][CH2:22][CH:21]=[CH2:20])=[CH:4][C:3]=1[N+:9]([O-:11])=[O:10]. The yield is 0.970. (7) The reactants are [CH3:1][O:2][C:3]1[CH:36]=[C:35]([O:37][CH3:38])[CH:34]=[CH:33][C:4]=1[CH2:5][N:6]1[C:26]2[C:15]3=[CH:16][C:17]4[CH:18]=[C:19]([CH2:24][OH:25])[N:20]([CH3:23])[C:21]=4[CH:22]=[C:14]3[C:13]([CH3:27])=[CH:12][CH2:11][C:10]=2[C:9]([OH:28])=[C:8]([C:29]([OH:31])=[O:30])[C:7]1=[O:32]. The catalyst is C(Cl)Cl.O=[Mn]=O. The product is [CH3:1][O:2][C:3]1[CH:36]=[C:35]([O:37][CH3:38])[CH:34]=[CH:33][C:4]=1[CH2:5][N:6]1[C:26]2[C:15]3=[CH:16][C:17]4[CH:18]=[C:19]([CH:24]=[O:25])[N:20]([CH3:23])[C:21]=4[CH:22]=[C:14]3[C:13]([CH3:27])=[CH:12][CH2:11][C:10]=2[C:9]([OH:28])=[C:8]([C:29]([OH:31])=[O:30])[C:7]1=[O:32]. The yield is 0.590.